From a dataset of Forward reaction prediction with 1.9M reactions from USPTO patents (1976-2016). Predict the product of the given reaction. (1) Given the reactants [N+:1]([C:4]1[CH:11]=[CH:10][C:7]([CH:8]=O)=[CH:6][CH:5]=1)([O-:3])=[O:2].[NH:12]1[CH2:17][CH2:16][C:15](=[O:18])[CH2:14][CH2:13]1.Cl.S(=O)(=O)(O)O, predict the reaction product. The product is: [N+:1]([C:4]1[CH:11]=[CH:10][C:7](/[CH:8]=[C:14]2\[CH2:13][NH:12][CH2:17]/[C:16](=[CH:8]\[C:7]3[CH:10]=[CH:11][C:4]([N+:1]([O-:3])=[O:2])=[CH:5][CH:6]=3)/[C:15]\2=[O:18])=[CH:6][CH:5]=1)([O-:3])=[O:2]. (2) Given the reactants [C:1]1([N:7]=[C:8]=S)[CH:6]=[CH:5][CH:4]=[CH:3][CH:2]=1.[NH:10]([C:12]1[N:17]([CH2:18][C:19]2[CH:24]=[CH:23][C:22]([O:25][CH3:26])=[CH:21][CH:20]=2)[C:16](=[O:27])[N:15]([CH3:28])[C:14](=[O:29])[CH:13]=1)[NH2:11], predict the reaction product. The product is: [CH3:26][O:25][C:22]1[CH:21]=[CH:20][C:19]([CH2:18][N:17]2[C:12]3[NH:10][N:11]=[C:8]([NH:7][C:1]4[CH:6]=[CH:5][CH:4]=[CH:3][CH:2]=4)[C:13]=3[C:14](=[O:29])[N:15]([CH3:28])[C:16]2=[O:27])=[CH:24][CH:23]=1. (3) Given the reactants CN(C)C=O.Cl[C:7]1[CH:12]=[C:11]([O:13][CH2:14][C:15]#[C:16][CH3:17])[N:10]=[CH:9][N:8]=1.C(=O)([O-])[O-].[NH:22]1[CH2:27][CH2:26][CH2:25][CH2:24][CH2:23]1, predict the reaction product. The product is: [CH2:14]([O:13][C:11]1[CH:12]=[C:7]([N:22]2[CH2:27][CH2:26][CH2:25][CH2:24][CH2:23]2)[N:8]=[CH:9][N:10]=1)[C:15]#[C:16][CH3:17]. (4) Given the reactants [OH:1][C:2]1[CH:7]=[CH:6][C:5]([B:8]2[O:16]C(C)(C)C(C)(C)[O:9]2)=[CH:4][C:3]=1[O:17][CH3:18].C([O-])([O-])=O.[Cs+].[Cs+].[CH3:25][C:26]([O:29][CH3:30])(C)C.CCCCCCC, predict the reaction product. The product is: [CH3:18][O:17][C:3]1[CH:4]=[C:5]([B:8]([OH:9])[OH:16])[CH:6]=[CH:7][C:2]=1[O:1][CH2:25][CH2:26][O:29][CH3:30]. (5) Given the reactants Cl[C:2]([F:7])([F:6])[C:3]([O-])=O.[Na+].C1(P(C2C=CC=CC=2)C2C=CC=CC=2)C=CC=CC=1.[CH2:28]([C@H:33]1[CH2:38][CH2:37][C@H:36]([C@H:39]2[CH2:44][CH2:43][C@H:42]([C:45](=O)C)[CH2:41][CH2:40]2)[CH2:35][CH2:34]1)[CH2:29][CH2:30][CH2:31][CH3:32].CCCCCCC, predict the reaction product. The product is: [F:6][C:2]([F:7])=[CH:3][CH2:45][C@H:42]1[CH2:43][CH2:44][C@H:39]([C@H:36]2[CH2:37][CH2:38][C@H:33]([CH2:28][CH2:29][CH2:30][CH2:31][CH3:32])[CH2:34][CH2:35]2)[CH2:40][CH2:41]1. (6) Given the reactants [Cl:1][C:2]1[CH:18]=[CH:17][C:5]([CH2:6][O:7][C:8]2[CH:15]=[CH:14][C:11]([CH:12]=O)=[C:10]([OH:16])[CH:9]=2)=[CH:4][CH:3]=1.C([BH3-])#N.[Na+].CN(C1C=CC(N=NC2C=CC(S(O)(=O)=O)=CC=2)=CC=1)C.Cl, predict the reaction product. The product is: [Cl:1][C:2]1[CH:18]=[CH:17][C:5]([CH2:6][O:7][C:8]2[CH:15]=[CH:14][C:11]([CH3:12])=[C:10]([OH:16])[CH:9]=2)=[CH:4][CH:3]=1. (7) Given the reactants [CH2:1]([O:3][C:4](=[O:12])[CH2:5][CH2:6][CH2:7][CH2:8][C:9](O)=O)[CH3:2].[NH2:13][NH:14][C:15]([NH2:17])=[S:16].O=P(Cl)(Cl)Cl, predict the reaction product. The product is: [NH2:17][C:15]1[S:16][C:9]([CH2:8][CH2:7][CH2:6][CH2:5][C:4]([O:3][CH2:1][CH3:2])=[O:12])=[N:13][N:14]=1. (8) Given the reactants C(O[C:4](=[O:17])[C:5]#[C:6][C:7]1[CH:12]=[CH:11][C:10]([C:13]([CH3:16])([CH3:15])[CH3:14])=[CH:9][CH:8]=1)C.[NH2:18][C:19]1[CH:20]=[N:21][C:22]2[C:27]([CH:28]=1)=[CH:26][CH:25]=[CH:24][CH:23]=2.C[Al](C)C.C1(C)C=CC=CC=1, predict the reaction product. The product is: [N:21]1[C:22]2[C:27](=[CH:26][CH:25]=[CH:24][CH:23]=2)[CH:28]=[C:19]([NH:18][C:4](=[O:17])[C:5]#[C:6][C:7]2[CH:8]=[CH:9][C:10]([C:13]([CH3:14])([CH3:15])[CH3:16])=[CH:11][CH:12]=2)[CH:20]=1. (9) Given the reactants [CH3:1][O:2][C:3](=[O:15])[C:4]1[CH:13]=[C:12](Br)[CH:11]=[C:6]([C:7]([O:9][CH3:10])=[O:8])[CH:5]=1.[CH:16]1[C:25]2[C:20](=[CH:21][CH:22]=[CH:23][CH:24]=2)[CH:19]=[CH:18][C:17]=1B(O)O.C1(C)C=CC=CC=1P(C1C=CC=CC=1C)C1C=CC=CC=1C.CCN(CC)CC, predict the reaction product. The product is: [CH3:1][O:2][C:3](=[O:15])[C:4]1[CH:13]=[C:12]([C:18]2[CH:17]=[CH:16][C:25]3[C:20](=[CH:21][CH:22]=[CH:23][CH:24]=3)[CH:19]=2)[CH:11]=[C:6]([C:7]([O:9][CH3:10])=[O:8])[CH:5]=1.